Dataset: Reaction yield outcomes from USPTO patents with 853,638 reactions. Task: Predict the reaction yield, written as a fraction of the theoretical maximum amount of product (1.0 means a 100% yield; for example, 0.34 means a 34% yield). The reactants are [Br:1]Br.[CH3:3][O:4][C:5]1[CH:13]=[CH:12][C:8]([C:9]([OH:11])=[O:10])=[C:7]([CH3:14])[CH:6]=1. The catalyst is [Fe].C(Cl)(Cl)Cl. The product is [Br:1][C:13]1[C:5]([O:4][CH3:3])=[CH:6][C:7]([CH3:14])=[C:8]([CH:12]=1)[C:9]([OH:11])=[O:10]. The yield is 0.340.